Dataset: Catalyst prediction with 721,799 reactions and 888 catalyst types from USPTO. Task: Predict which catalyst facilitates the given reaction. (1) Reactant: C([O:3][C:4](=[O:24])[C:5]1[CH:10]=[CH:9][CH:8]=[C:7]([NH:11][C:12](=[O:23])[C:13]2[CH:18]=[CH:17][CH:16]=[CH:15][C:14]=2[C:19]([F:22])([F:21])[F:20])[CH:6]=1)C.[OH-].[Na+]. Product: [F:20][C:19]([F:21])([F:22])[C:14]1[CH:15]=[CH:16][CH:17]=[CH:18][C:13]=1[C:12]([NH:11][C:7]1[CH:6]=[C:5]([CH:10]=[CH:9][CH:8]=1)[C:4]([OH:24])=[O:3])=[O:23]. The catalyst class is: 1. (2) Reactant: C([C@@H]1[O:9][C:8](=O)[C@@:7]([CH2:34][CH2:35][O:36][Si:37]([C:40]([CH3:43])([CH3:42])[CH3:41])([CH3:39])[CH3:38])([CH2:11][C:12]2[CH:25]=[C:24]([O:26][CH3:27])[C:23]3[C:14](=[C:15]([O:30][CH3:31])[C:16]4[C:21]([C:22]=3[O:28][CH3:29])=[CH:20][CH:19]=[CH:18][CH:17]=4)[C:13]=2[O:32][CH3:33])[O:6]1)(C)(C)C.[Li][CH3:45]. Product: [C:40]([Si:37]([CH3:39])([CH3:38])[O:36][CH2:35][CH2:34][C@@:7]([OH:6])([CH2:11][C:12]1[CH:25]=[C:24]([O:26][CH3:27])[C:23]2[C:14](=[C:15]([O:30][CH3:31])[C:16]3[C:21]([C:22]=2[O:28][CH3:29])=[CH:20][CH:19]=[CH:18][CH:17]=3)[C:13]=1[O:32][CH3:33])[C:8](=[O:9])[CH3:45])([CH3:43])([CH3:41])[CH3:42]. The catalyst class is: 1.